Dataset: Reaction yield outcomes from USPTO patents with 853,638 reactions. Task: Predict the reaction yield, written as a fraction of the theoretical maximum amount of product (1.0 means a 100% yield; for example, 0.34 means a 34% yield). (1) The reactants are [F:1][C:2]1[CH:38]=[C:37]([F:39])[CH:36]=[CH:35][C:3]=1[O:4][C:5]1[C:13]2[N:12]=[N:11][NH:10][C:9]=2[CH:8]=[CH:7][C:6]=1[C:14]1[C:15]2[CH:24]=[CH:23][N:22](S(C3C=CC(C)=CC=3)(=O)=O)[C:16]=2[C:17](=[O:21])[N:18]([CH3:20])[CH:19]=1.[OH-].[Na+].O. The catalyst is C(O)C. The product is [F:1][C:2]1[CH:38]=[C:37]([F:39])[CH:36]=[CH:35][C:3]=1[O:4][C:5]1[C:13]2[N:12]=[N:11][NH:10][C:9]=2[CH:8]=[CH:7][C:6]=1[C:14]1[C:15]2[CH:24]=[CH:23][NH:22][C:16]=2[C:17](=[O:21])[N:18]([CH3:20])[CH:19]=1. The yield is 0.560. (2) The reactants are [CH3:1][C:2]([O:13][CH2:14][C@H:15]1[CH2:17][O:16]1)([CH3:12])[CH2:3][N:4]1[CH:8]=[CH:7][C:6]([N+:9]([O-])=O)=[N:5]1.C(OCC)(=O)C.[H][H]. The catalyst is C(O)C. The product is [CH3:12][C:2]([O:13][CH2:14][C@H:15]1[CH2:17][O:16]1)([CH3:1])[CH2:3][N:4]1[CH:8]=[CH:7][C:6]([NH2:9])=[N:5]1. The yield is 1.00.